Dataset: Full USPTO retrosynthesis dataset with 1.9M reactions from patents (1976-2016). Task: Predict the reactants needed to synthesize the given product. The reactants are: [OH:1][C:2]1[CH:7]=[C:6]([O:8][C:9]2[CH:14]=[CH:13][C:12]([S:15]([CH3:18])(=[O:17])=[O:16])=[CH:11][N:10]=2)[CH:5]=[CH:4][C:3]=1[NH:19][N:20]=[C:21]([CH3:27])[C:22]([O:24][CH2:25][CH3:26])=[O:23].[CH3:28][S:29](Cl)(=[O:31])=[O:30]. Given the product [CH3:28][S:29]([O:1][C:2]1[CH:7]=[C:6]([O:8][C:9]2[CH:14]=[CH:13][C:12]([S:15]([CH3:18])(=[O:16])=[O:17])=[CH:11][N:10]=2)[CH:5]=[CH:4][C:3]=1[NH:19][N:20]=[C:21]([CH3:27])[C:22]([O:24][CH2:25][CH3:26])=[O:23])(=[O:31])=[O:30], predict the reactants needed to synthesize it.